This data is from Full USPTO retrosynthesis dataset with 1.9M reactions from patents (1976-2016). The task is: Predict the reactants needed to synthesize the given product. Given the product [OH:1][C:2]1[C:10]([O:11][CH3:12])=[CH:9][C:8]([C:13]2[N:14]([C:24]([O:26][C:27]([CH3:29])([CH3:30])[CH3:28])=[O:25])[C:15]3[C:20]([CH:21]=2)=[CH:19][C:18]([CH2:22][N:34]([CH3:35])[CH3:33])=[CH:17][CH:16]=3)=[C:7]2[C:3]=1[CH2:4][NH:5][C:6]2=[O:31], predict the reactants needed to synthesize it. The reactants are: [OH:1][C:2]1[C:10]([O:11][CH3:12])=[CH:9][C:8]([C:13]2[N:14]([C:24]([O:26][C:27]([CH3:30])([CH3:29])[CH3:28])=[O:25])[C:15]3[C:20]([CH:21]=2)=[CH:19][C:18]([CH:22]=O)=[CH:17][CH:16]=3)=[C:7]2[C:3]=1[CH2:4][NH:5][C:6]2=[O:31].Cl.[CH3:33][NH:34][CH3:35].C(N(CC)CC)C.C(O)(=O)C.C(O[BH-](OC(=O)C)OC(=O)C)(=O)C.[Na+].